Predict which catalyst facilitates the given reaction. From a dataset of Catalyst prediction with 721,799 reactions and 888 catalyst types from USPTO. (1) Reactant: [C:1]([O:7][CH2:8][N:9]1[C:13]2[N:14]=[CH:15][N:16]=[C:17](Cl)[C:12]=2[CH:11]=[CH:10]1)(=[O:6])[C:2]([CH3:5])([CH3:4])[CH3:3].O1CCOCC1.[CH2:25]([O:27][CH:28]([N:30]1[CH:34]=[C:33](B2OC(C)(C)C(C)(C)O2)[CH:32]=[N:31]1)[CH3:29])[CH3:26].O.C(=O)([O-])[O-].[K+].[K+]. Product: [C:1]([O:7][CH2:8][N:9]1[C:13]2[N:14]=[CH:15][N:16]=[C:17]([C:33]3[CH:32]=[N:31][N:30]([CH:28]([O:27][CH2:25][CH3:26])[CH3:29])[CH:34]=3)[C:12]=2[CH:11]=[CH:10]1)(=[O:6])[C:2]([CH3:5])([CH3:4])[CH3:3]. The catalyst class is: 73. (2) Reactant: [NH2:1][C:2]([C:4]1[CH:8]=[C:7]([C:9]([OH:11])=O)[N:6]([C:12]2[CH:17]=[CH:16][C:15]([F:18])=[C:14]([C:19]#[N:20])[CH:13]=2)[N:5]=1)=[O:3].[N:21]1[CH:26]=[CH:25][CH:24]=[CH:23][CH:22]=1.C(N=[C:31]=[N:32][CH:33]([CH3:35])[CH3:34])(C)C.Cl. Product: [C:19]([C:14]1[CH:13]=[C:12]([N:6]2[C:7]([C:9]([N:21]3[C:22]4[C:24](=[CH:23][CH:35]=[C:33]([N:32]5[CH2:31][CH2:9][CH2:7][CH2:8][CH2:4][C:2]5=[O:3])[CH:34]=4)[CH2:25][CH2:26]3)=[O:11])=[CH:8][C:4]([C:2]([NH2:1])=[O:3])=[N:5]2)[CH:17]=[CH:16][C:15]=1[F:18])#[N:20]. The catalyst class is: 3. (3) The catalyst class is: 60. Reactant: [CH:1]1[C:10]2[C:5](=[CH:6][CH:7]=[CH:8][CH:9]=2)[CH:4]=[C:3]([C:11]([OH:13])=O)[N:2]=1.ON1C2C=CC=CC=2N=N1.Cl.CN(C)CCCN=C=NCC.[NH2:36][CH2:37][CH2:38][CH2:39][N:40]1[C:52]2[C:51]3[CH:50]=[CH:49][CH:48]=[CH:47][C:46]=3[N:45]=[C:44]([NH2:53])[C:43]=2[N:42]=[C:41]1[CH2:54][CH2:55][CH2:56][CH3:57]. Product: [NH2:53][C:44]1[C:43]2[N:42]=[C:41]([CH2:54][CH2:55][CH2:56][CH3:57])[N:40]([CH2:39][CH2:38][CH2:37][NH:36][C:11]([C:3]3[N:2]=[CH:1][C:10]4[C:5]([CH:4]=3)=[CH:6][CH:7]=[CH:8][CH:9]=4)=[O:13])[C:52]=2[C:51]2[CH:50]=[CH:49][CH:48]=[CH:47][C:46]=2[N:45]=1. (4) Reactant: [Br:1][C:2]1[C:3]([NH:10][C@H:11]2[CH2:16][CH2:15][CH2:14][NH:13][CH2:12]2)=[N:4][C:5]([S:8][CH3:9])=[N:6][CH:7]=1.C(N(C(C)C)CC)(C)C.[CH3:26][S:27](Cl)(=[O:29])=[O:28]. Product: [Br:1][C:2]1[C:3]([NH:10][C@H:11]2[CH2:16][CH2:15][CH2:14][N:13]([S:27]([CH3:26])(=[O:29])=[O:28])[CH2:12]2)=[N:4][C:5]([S:8][CH3:9])=[N:6][CH:7]=1. The catalyst class is: 4. (5) Reactant: Cl[C:2]1[N:7]=[C:6]([NH:8][C@H:9]([CH2:13][CH3:14])[C:10]([NH2:12])=[O:11])[CH:5]=[N:4][C:3]=1[C:15]#[N:16].[NH2:17][C:18]1[CH:19]=[C:20]2[C:25](=[CH:26][CH:27]=1)[NH:24][C:23](=[O:28])[CH2:22][CH2:21]2.C([O-])([O-])=O.[K+].[K+].C1C=CC(P(C2C(C3C(P(C4C=CC=CC=4)C4C=CC=CC=4)=CC=C4C=3C=CC=C4)=C3C(C=CC=C3)=CC=2)C2C=CC=CC=2)=CC=1. Product: [C:15]([C:3]1[N:4]=[CH:5][C:6]([NH:8][C@H:9]([CH2:13][CH3:14])[C:10]([NH2:12])=[O:11])=[N:7][C:2]=1[NH:17][C:18]1[CH:19]=[C:20]2[C:25](=[CH:26][CH:27]=1)[NH:24][C:23](=[O:28])[CH2:22][CH2:21]2)#[N:16]. The catalyst class is: 231. (6) Reactant: [N:1]1[CH:6]=[CH:5][CH:4]=[C:3]([S:7]([OH:10])(=O)=[O:8])[CH:2]=1.P(Cl)(Cl)(Cl)(Cl)[Cl:12].C1(C)C=CC=CC=1.O. Product: [N:1]1[CH:6]=[CH:5][CH:4]=[C:3]([S:7]([Cl:12])(=[O:10])=[O:8])[CH:2]=1. The catalyst class is: 159.